From a dataset of Full USPTO retrosynthesis dataset with 1.9M reactions from patents (1976-2016). Predict the reactants needed to synthesize the given product. Given the product [O:20]([CH2:19][C@H:11]1[C@@H:12]2[C@@H:13]([O:14][C:15](=[O:17])[CH2:16]2)[CH2:18][C@H:10]1[OH:9])[Si:21]([C:34]([CH3:35])([CH3:36])[CH3:37])([C:22]1[CH:27]=[CH:26][CH:25]=[CH:24][CH:23]=1)[C:28]1[CH:33]=[CH:32][CH:31]=[CH:30][CH:29]=1, predict the reactants needed to synthesize it. The reactants are: C([O:9][C@@H:10]1[CH2:18][C@@H:13]2[O:14][C:15](=[O:17])[CH2:16][C@@H:12]2[C@@H:11]1[CH2:19][O:20][Si:21]([C:34]([CH3:37])([CH3:36])[CH3:35])([C:28]1[CH:33]=[CH:32][CH:31]=[CH:30][CH:29]=1)[C:22]1[CH:27]=[CH:26][CH:25]=[CH:24][CH:23]=1)(=O)C1C=CC=CC=1.C(=O)([O-])[O-].[K+].[K+].[Cl-].[NH4+].